This data is from Forward reaction prediction with 1.9M reactions from USPTO patents (1976-2016). The task is: Predict the product of the given reaction. (1) Given the reactants [CH:1]12[NH:8][CH:5]([CH2:6][CH2:7]1)[CH2:4][CH:3]([N:9]1[C:13]3[CH:14]=[CH:15][C:16]([F:18])=[CH:17][C:12]=3[N:11]=[C:10]1[CH:19]1[CH2:21][CH2:20]1)[CH2:2]2.Br[CH2:23][CH2:24][CH2:25][S:26][C:27]1[CH:32]=[CH:31][C:30]([F:33])=[CH:29][CH:28]=1.C([O-])([O-])=O.[K+].[K+], predict the reaction product. The product is: [CH:19]1([C:10]2[N:9]([CH:3]3[CH2:2][CH:1]4[N:8]([CH2:23][CH2:24][CH2:25][S:26][C:27]5[CH:32]=[CH:31][C:30]([F:33])=[CH:29][CH:28]=5)[CH:5]([CH2:6][CH2:7]4)[CH2:4]3)[C:13]3[CH:14]=[CH:15][C:16]([F:18])=[CH:17][C:12]=3[N:11]=2)[CH2:21][CH2:20]1. (2) Given the reactants [O:1]=[S:2]1(=[O:68])[CH2:7][CH2:6][N:5]([CH2:8][CH2:9][NH:10][C@:11]23[CH2:64][CH2:63][C@@H:62]([C:65]([CH3:67])=[CH2:66])[C@@H:12]2[C@@H:13]2[C@@:26]([CH3:29])([CH2:27][CH2:28]3)[C@@:25]3([CH3:30])[C@@H:16]([C@:17]4([CH3:61])[C@@H:22]([CH2:23][CH2:24]3)[C:21]([CH3:32])([CH3:31])[C:20]([C:33]3[CH:60]=[CH:59][C:36]([C:37]([O:39][C@H:40]5[O:45][C@H:44]([C:46]([O:48]CC6C=CC=CC=6)=[O:47])[C@@H:43]([OH:56])[C@H:42]([OH:57])[C@H:41]5[OH:58])=[O:38])=[CH:35][CH:34]=3)=[CH:19][CH2:18]4)[CH2:15][CH2:14]2)[CH2:4][CH2:3]1.C([SiH](C)C)(C)(C)C.C(N(CC)CC)C.CCCC[N+](CCCC)(CCCC)CCCC.[F-], predict the reaction product. The product is: [O:68]=[S:2]1(=[O:1])[CH2:3][CH2:4][N:5]([CH2:8][CH2:9][NH:10][C@:11]23[CH2:64][CH2:63][C@@H:62]([C:65]([CH3:67])=[CH2:66])[C@@H:12]2[C@@H:13]2[C@@:26]([CH3:29])([CH2:27][CH2:28]3)[C@@:25]3([CH3:30])[C@@H:16]([C@:17]4([CH3:61])[C@@H:22]([CH2:23][CH2:24]3)[C:21]([CH3:31])([CH3:32])[C:20]([C:33]3[CH:60]=[CH:59][C:36]([C:37]([O:39][C@H:40]5[O:45][C@H:44]([C:46]([OH:48])=[O:47])[C@@H:43]([OH:56])[C@H:42]([OH:57])[C@H:41]5[OH:58])=[O:38])=[CH:35][CH:34]=3)=[CH:19][CH2:18]4)[CH2:15][CH2:14]2)[CH2:6][CH2:7]1. (3) Given the reactants Cl[C:2]1[N:7]=[C:6]([C:8]2[C:9]([C:17]3[CH:18]=[C:19]([NH:23][C:24](=[O:33])[C:25]4[C:30]([F:31])=[CH:29][CH:28]=[CH:27][C:26]=4[F:32])[CH:20]=[CH:21][CH:22]=3)=[N:10][N:11]3[CH:16]=[CH:15][CH:14]=[CH:13][C:12]=23)[CH:5]=[CH:4][N:3]=1.[CH3:34][N:35]([CH3:48])[CH2:36][CH2:37][O:38][C:39]1[CH:40]=[C:41]([CH:43]=[CH:44][C:45]=1[O:46][CH3:47])[NH2:42].Cl, predict the reaction product. The product is: [CH3:48][N:35]([CH3:34])[CH2:36][CH2:37][O:38][C:39]1[CH:40]=[C:41]([NH:42][C:2]2[N:7]=[C:6]([C:8]3[C:9]([C:17]4[CH:18]=[C:19]([NH:23][C:24](=[O:33])[C:25]5[C:30]([F:31])=[CH:29][CH:28]=[CH:27][C:26]=5[F:32])[CH:20]=[CH:21][CH:22]=4)=[N:10][N:11]4[CH:16]=[CH:15][CH:14]=[CH:13][C:12]=34)[CH:5]=[CH:4][N:3]=2)[CH:43]=[CH:44][C:45]=1[O:46][CH3:47]. (4) Given the reactants [CH3:1][C:2]1[CH:26]=[CH:25][C:5]([C:6]([NH:8][C:9]2[CH:14]=[C:13]([C:15]([F:18])([F:17])[F:16])[CH:12]=[C:11]([N:19]3[CH:23]=[C:22]([CH3:24])[N:21]=[CH:20]3)[CH:10]=2)=[O:7])=[CH:4][C:3]=1[NH:27][C:28]1[N:33]=[C:32]([C:34]2[CH:35]=[N:36][CH:37]=[CH:38][CH:39]=2)[CH:31]=[CH:30][N:29]=1.[P:40]([OH:43])([OH:42])[OH:41], predict the reaction product. The product is: [P:40]([OH:7])([OH:43])([OH:42])=[O:41].[CH3:1][C:2]1[CH:26]=[CH:25][C:5]([C:6]([NH:8][C:9]2[CH:14]=[C:13]([C:15]([F:16])([F:17])[F:18])[CH:12]=[C:11]([N:19]3[CH:23]=[C:22]([CH3:24])[N:21]=[CH:20]3)[CH:10]=2)=[O:7])=[CH:4][C:3]=1[NH:27][C:28]1[N:33]=[C:32]([C:34]2[CH:35]=[N:36][CH:37]=[CH:38][CH:39]=2)[CH:31]=[CH:30][N:29]=1. (5) Given the reactants Cl[C:2]1[N:7]=[C:6]([C:8]#[N:9])[CH:5]=[N:4][CH:3]=1.O.[CH3:11][C:12]([C:17]1[CH:22]=[CH:21][C:20](B2OC(C)(C)C(C)(C)O2)=[CH:19][CH:18]=1)([CH3:16])[C:13]([OH:15])=[O:14].C([O-])([O-])=O.[K+].[K+], predict the reaction product. The product is: [C:8]([C:6]1[N:7]=[C:2]([C:20]2[CH:21]=[CH:22][C:17]([C:12]([CH3:16])([CH3:11])[C:13]([OH:15])=[O:14])=[CH:18][CH:19]=2)[CH:3]=[N:4][CH:5]=1)#[N:9].